Dataset: Full USPTO retrosynthesis dataset with 1.9M reactions from patents (1976-2016). Task: Predict the reactants needed to synthesize the given product. Given the product [CH3:1][N:2]([CH3:23])[C:3](=[O:22])[CH2:4][N:5]([CH3:21])[C:6]([C:8]1[S:9][C:10]2[N:11]=[CH:12][N:13]=[C:14]([NH:33][C:29]3[CH:28]=[C:27]4[C:32](=[CH:31][CH:30]=3)[NH:24][N:25]=[CH:26]4)[C:15]=2[N:16]=1)=[O:7], predict the reactants needed to synthesize it. The reactants are: [CH3:1][N:2]([CH3:23])[C:3](=[O:22])[CH2:4][N:5]([CH3:21])[C:6]([C:8]1[S:9][C:10]2[N:11]=[CH:12][N:13]=[C:14](S(C)(=O)=O)[C:15]=2[N:16]=1)=[O:7].[NH:24]1[C:32]2[C:27](=[CH:28][C:29]([NH2:33])=[CH:30][CH:31]=2)[CH:26]=[N:25]1.